This data is from NCI-60 drug combinations with 297,098 pairs across 59 cell lines. The task is: Regression. Given two drug SMILES strings and cell line genomic features, predict the synergy score measuring deviation from expected non-interaction effect. Drug 1: C1=CN(C=N1)CC(O)(P(=O)(O)O)P(=O)(O)O. Drug 2: C1CN(P(=O)(OC1)NCCCl)CCCl. Cell line: HCC-2998. Synergy scores: CSS=17.9, Synergy_ZIP=8.30, Synergy_Bliss=6.12, Synergy_Loewe=8.83, Synergy_HSA=1.98.